This data is from Forward reaction prediction with 1.9M reactions from USPTO patents (1976-2016). The task is: Predict the product of the given reaction. (1) The product is: [F:31][C:28]1[CH:29]=[CH:30][C:25]([C:9]2[C:10]3[C:11](=[N:21][N:22]([CH3:24])[CH:23]=3)[N:12]=[C:13]([C:14]3[CH:19]=[CH:18][C:17]([F:20])=[CH:16][CH:15]=3)[C:8]=2[C:6]2[CH:5]=[CH:4][N:3]=[C:2]([NH:32][C:33]3[CH:38]=[CH:37][C:36]([S:39]([NH2:42])(=[O:40])=[O:41])=[CH:35][CH:34]=3)[CH:7]=2)=[CH:26][CH:27]=1. Given the reactants Cl[C:2]1[CH:7]=[C:6]([C:8]2[C:13]([C:14]3[CH:19]=[CH:18][C:17]([F:20])=[CH:16][CH:15]=3)=[N:12][C:11]3=[N:21][N:22]([CH3:24])[CH:23]=[C:10]3[C:9]=2[C:25]2[CH:30]=[CH:29][C:28]([F:31])=[CH:27][CH:26]=2)[CH:5]=[CH:4][N:3]=1.[NH2:32][C:33]1[CH:38]=[CH:37][C:36]([S:39]([NH2:42])(=[O:41])=[O:40])=[CH:35][CH:34]=1, predict the reaction product. (2) Given the reactants [Cl:1][C:2]1[N:3]=[C:4]([Cl:11])[C:5]2[CH:10]=[CH:9][NH:8][C:6]=2[N:7]=1.I[CH:13]([CH3:15])[CH3:14], predict the reaction product. The product is: [Cl:1][C:2]1[N:3]=[C:4]([Cl:11])[C:5]2[CH:10]=[CH:9][N:8]([CH:13]([CH3:15])[CH3:14])[C:6]=2[N:7]=1. (3) Given the reactants [F:1][C:2]1[CH:7]=[CH:6][C:5]([NH:8][C@H:9]([C:35]2[CH:49]=[CH:48][C:38]([O:39][CH2:40][C:41]([O:43][C:44]([CH3:47])([CH3:46])[CH3:45])=[O:42])=[CH:37][CH:36]=2)[CH:10]([S:25][CH2:26][C:27]2[CH:32]=[CH:31][C:30]([O:33][CH3:34])=[CH:29][CH:28]=2)[C:11](=[O:24])N2[C@@H](C3C=CC=CC=3)COC2=O)=[CH:4][CH:3]=1.C/C(/O[Si](C)(C)C)=N\[Si](C)(C)C.[F-].C([N+](CCCC)(CCCC)CCCC)CCC, predict the reaction product. The product is: [F:1][C:2]1[CH:3]=[CH:4][C:5]([N:8]2[C:11](=[O:24])[C@H:10]([S:25][CH2:26][C:27]3[CH:32]=[CH:31][C:30]([O:33][CH3:34])=[CH:29][CH:28]=3)[C@H:9]2[C:35]2[CH:36]=[CH:37][C:38]([O:39][CH2:40][C:41]([O:43][C:44]([CH3:45])([CH3:46])[CH3:47])=[O:42])=[CH:48][CH:49]=2)=[CH:6][CH:7]=1. (4) Given the reactants [C:1]([C:4]1[CH:19]=[CH:18][C:7]([CH2:8][N:9]2[CH2:14][CH2:13][N:12]([C:15](=[O:17])[CH3:16])[CH2:11][CH2:10]2)=[CH:6][CH:5]=1)(=[O:3])[CH3:2].C([O:24][C:25](=[O:36])/[CH:26]=[CH:27]/[C:28]1[CH:33]=[CH:32][C:31]([CH:34]=O)=[CH:30][N:29]=1)(C)(C)C.[OH-].[K+], predict the reaction product. The product is: [C:15]([N:12]1[CH2:13][CH2:14][N:9]([CH2:8][C:7]2[CH:18]=[CH:19][C:4]([C:1](=[O:3])/[CH:2]=[CH:34]/[C:31]3[CH:32]=[CH:33][C:28](/[CH:27]=[CH:26]/[C:25]([OH:36])=[O:24])=[N:29][CH:30]=3)=[CH:5][CH:6]=2)[CH2:10][CH2:11]1)(=[O:17])[CH3:16].